This data is from Full USPTO retrosynthesis dataset with 1.9M reactions from patents (1976-2016). The task is: Predict the reactants needed to synthesize the given product. (1) Given the product [C:20]([O:19][C:17](=[O:18])[CH2:16][N:9]1[C:8]2[N:3]=[N:4][CH:5]=[CH:6][C:7]=2[C:11]([C:12](=[O:14])[CH3:13])=[CH:10]1)([CH3:23])([CH3:22])[CH3:21], predict the reactants needed to synthesize it. The reactants are: [H-].[Na+].[N:3]1[C:8]2[NH:9][CH:10]=[C:11]([C:12](=[O:14])[CH3:13])[C:7]=2[CH:6]=[CH:5][N:4]=1.Br[CH2:16][C:17]([O:19][C:20]([CH3:23])([CH3:22])[CH3:21])=[O:18].O. (2) Given the product [Br:15][C:9]1[C:2]([OH:1])=[C:3]([O:13][CH3:14])[C:4]([N+:10]([O-:12])=[O:11])=[C:5]([CH:8]=1)[CH:6]=[O:7], predict the reactants needed to synthesize it. The reactants are: [OH:1][C:2]1[CH:9]=[CH:8][C:5]([CH:6]=[O:7])=[C:4]([N+:10]([O-:12])=[O:11])[C:3]=1[O:13][CH3:14].[Br:15]Br.O. (3) Given the product [CH3:22][CH:21]([S:18]([NH:17][CH2:16][CH:15]([C:10]1[CH:9]=[CH:8][C:7]2[C:12](=[CH:13][CH:14]=[C:5]([O:4][CH2:3][CH2:2][NH:1][CH2:25][C:26]3[CH:31]=[CH:30][CH:29]=[CH:28][CH:27]=3)[CH:6]=2)[CH:11]=1)[CH3:24])(=[O:20])=[O:19])[CH3:23], predict the reactants needed to synthesize it. The reactants are: [NH2:1][CH2:2][CH2:3][O:4][C:5]1[CH:6]=[C:7]2[C:12](=[CH:13][CH:14]=1)[CH:11]=[C:10]([CH:15]([CH3:24])[CH2:16][NH:17][S:18]([CH:21]([CH3:23])[CH3:22])(=[O:20])=[O:19])[CH:9]=[CH:8]2.[CH:25](=O)[C:26]1[CH:31]=[CH:30][CH:29]=[CH:28][CH:27]=1.[BH4-].[Na+]. (4) Given the product [CH2:3]([S:5][C:6]1[CH:11]=[CH:10][CH:9]=[CH:8][C:7]=1[C:12]1[N:21]([CH3:22])[C:15]2=[N:16][CH:17]=[C:18]([S:20][CH3:24])[CH:19]=[C:14]2[N:13]=1)[CH3:4], predict the reactants needed to synthesize it. The reactants are: [OH-].[K+].[CH2:3]([S:5][C:6]1[CH:11]=[CH:10][CH:9]=[CH:8][C:7]=1[C:12]1[N:21]([CH3:22])[C:15]2=[N:16][CH:17]=[C:18]([SH:20])[CH:19]=[C:14]2[N:13]=1)[CH3:4].I[CH3:24].[Cl-].[NH4+].